From a dataset of Full USPTO retrosynthesis dataset with 1.9M reactions from patents (1976-2016). Predict the reactants needed to synthesize the given product. (1) Given the product [CH3:12][N:11]1[C:4]2[N:5]([C:6](=[O:8])[N:7]=[C:2]([O:25][CH2:24][C:17]3[CH:18]=[C:19]([F:23])[C:20]([F:22])=[CH:21][C:16]=3[F:15])[CH:3]=2)[CH2:9][C:10]1([CH3:14])[CH3:13], predict the reactants needed to synthesize it. The reactants are: Cl[C:2]1[CH:3]=[C:4]2[N:11]([CH3:12])[C:10]([CH3:14])([CH3:13])[CH2:9][N:5]2[C:6](=[O:8])[N:7]=1.[F:15][C:16]1[CH:21]=[C:20]([F:22])[C:19]([F:23])=[CH:18][C:17]=1[CH2:24][OH:25]. (2) The reactants are: [N+:1]([C:4]1[CH:13]=[C:12]([N+:14]([O-])=O)[C:11]2[C:6](=[CH:7][CH:8]=[CH:9][CH:10]=2)[C:5]=1[CH2:17][C:18]([O:20][CH2:21][CH3:22])=[O:19])([O-:3])=[O:2].O. Given the product [NH2:14][C:12]1[C:11]2[C:6](=[CH:7][CH:8]=[CH:9][CH:10]=2)[C:5]([CH2:17][C:18]([O:20][CH2:21][CH3:22])=[O:19])=[C:4]([N+:1]([O-:3])=[O:2])[CH:13]=1, predict the reactants needed to synthesize it. (3) The reactants are: [F:1][C:2]1[CH:3]=[C:4]([CH:38]=[CH:39][CH:40]=1)[C:5]([C:7]1[CH:8]=[C:9]2[C:15]3([CH2:20][CH2:19][N:18]([C:21]([O:23][C:24]([CH3:27])([CH3:26])[CH3:25])=[O:22])[CH2:17][CH2:16]3)[CH2:14][N:13]([C:28]3[C:29]4[C@H:36]([CH3:37])[CH2:35][CH2:34][C:30]=4[N:31]=[CH:32][N:33]=3)[C:10]2=[CH:11][CH:12]=1)=[O:6].[BH4-].[Na+]. Given the product [F:1][C:2]1[CH:3]=[C:4]([CH:5]([OH:6])[C:7]2[CH:8]=[C:9]3[C:15]4([CH2:20][CH2:19][N:18]([C:21]([O:23][C:24]([CH3:27])([CH3:26])[CH3:25])=[O:22])[CH2:17][CH2:16]4)[CH2:14][N:13]([C:28]4[C:29]5[C@H:36]([CH3:37])[CH2:35][CH2:34][C:30]=5[N:31]=[CH:32][N:33]=4)[C:10]3=[CH:11][CH:12]=2)[CH:38]=[CH:39][CH:40]=1, predict the reactants needed to synthesize it. (4) Given the product [OH:6][C@H:5]([CH2:4][OH:3])[CH2:7][O:8][NH:9][C:10]([C:12]1[O:20][C:19]2[C:18]([Br:21])=[CH:17][N:16]=[CH:15][C:14]=2[C:13]=1[NH:22][C:23]1[CH:28]=[CH:27][C:26]([I:29])=[CH:25][C:24]=1[F:30])=[O:11], predict the reactants needed to synthesize it. The reactants are: CC1(C)[O:6][C@@H:5]([CH2:7][O:8][NH:9][C:10]([C:12]2[O:20][C:19]3[C:18]([Br:21])=[CH:17][N:16]=[CH:15][C:14]=3[C:13]=2[NH:22][C:23]2[CH:28]=[CH:27][C:26]([I:29])=[CH:25][C:24]=2[F:30])=[O:11])[CH2:4][O:3]1.Cl. (5) The reactants are: [CH3:1][O:2][CH2:3][C:4]#[CH:5].CCN(CC)CC.[CH3:13][O:14][C:15]([C:17]1[C:22]([NH2:23])=[CH:21][C:20](Br)=[CH:19][N:18]=1)=[O:16].O. Given the product [CH3:13][O:14][C:15]([C:17]1[C:22]([NH2:23])=[CH:21][C:20]([C:5]#[C:4][CH2:3][O:2][CH3:1])=[CH:19][N:18]=1)=[O:16], predict the reactants needed to synthesize it.